Dataset: Reaction yield outcomes from USPTO patents with 853,638 reactions. Task: Predict the reaction yield, written as a fraction of the theoretical maximum amount of product (1.0 means a 100% yield; for example, 0.34 means a 34% yield). The reactants are [NH2:1][C:2]1[N:7]=[CH:6][C:5]([C:8]([N:10]2[CH2:15][CH2:14][O:13][CH2:12][CH2:11]2)=[O:9])=[CH:4][CH:3]=1.Br[C:17]1[C:18](=[O:25])[N:19]([CH3:24])[N:20]=[C:21]([Cl:23])[CH:22]=1.CC1(C)C2C(=C(P(C3C=CC=CC=3)C3C=CC=CC=3)C=CC=2)OC2C(P(C3C=CC=CC=3)C3C=CC=CC=3)=CC=CC1=2.C(=O)([O-])[O-].[Cs+].[Cs+]. The catalyst is C1C=CC(/C=C/C(/C=C/C2C=CC=CC=2)=O)=CC=1.C1C=CC(/C=C/C(/C=C/C2C=CC=CC=2)=O)=CC=1.C1C=CC(/C=C/C(/C=C/C2C=CC=CC=2)=O)=CC=1.[Pd].[Pd].O1CCOCC1. The product is [Cl:23][C:21]1[CH:22]=[C:17]([NH:1][C:2]2[CH:3]=[CH:4][C:5]([C:8]([N:10]3[CH2:15][CH2:14][O:13][CH2:12][CH2:11]3)=[O:9])=[CH:6][N:7]=2)[C:18](=[O:25])[N:19]([CH3:24])[N:20]=1. The yield is 0.510.